Dataset: Reaction yield outcomes from USPTO patents with 853,638 reactions. Task: Predict the reaction yield, written as a fraction of the theoretical maximum amount of product (1.0 means a 100% yield; for example, 0.34 means a 34% yield). (1) The reactants are [CH:1]([C@@H:4]1[NH:10][CH2:9][C:8]2[CH:11]=[CH:12][C:13]([C:15]([O:17][CH3:18])=[O:16])=[CH:14][C:7]=2[O:6][CH2:5]1)([CH3:3])[CH3:2].[H-].[Na+].Br[CH2:22][C:23]1[CH:28]=[CH:27][C:26]([O:29][CH3:30])=[CH:25][CH:24]=1. The catalyst is C1COCC1. The product is [CH:1]([C@@H:4]1[N:10]([CH2:22][C:23]2[CH:28]=[CH:27][C:26]([O:29][CH3:30])=[CH:25][CH:24]=2)[CH2:9][C:8]2[CH:11]=[CH:12][C:13]([C:15]([O:17][CH3:18])=[O:16])=[CH:14][C:7]=2[O:6][CH2:5]1)([CH3:3])[CH3:2]. The yield is 0.470. (2) The reactants are [Cl:1][C:2]1[C:14]([I:15])=[CH:13][C:5]2[C:6](=[O:12])[CH2:7][CH2:8][C:9](=[O:11])[NH:10][C:4]=2[CH:3]=1.[CH3:16][N:17]([CH:19](OC)OC)[CH3:18].CCOCC. The catalyst is C1COCC1. The product is [Cl:1][C:2]1[C:14]([I:15])=[CH:13][C:5]2[C:6](=[O:12])/[C:7](=[CH:16]\[N:17]([CH3:19])[CH3:18])/[CH2:8][C:9](=[O:11])[NH:10][C:4]=2[CH:3]=1. The yield is 0.820. (3) The reactants are [CH3:1][N:2]([CH3:12])[C:3]1[CH:4]=[C:5]([CH:9]=[CH:10][CH:11]=1)[C:6](Cl)=[O:7].[CH3:13][C:14]1[CH:36]=[CH:35][C:34]([NH2:37])=[CH:33][C:15]=1[NH:16][C:17]1[C:26]2[C:21](=[C:22]([O:31][CH3:32])[C:23]([O:29][CH3:30])=[C:24]([O:27][CH3:28])[CH:25]=2)[N:20]=[CH:19][N:18]=1. The catalyst is C(Cl)Cl. The product is [CH3:13][C:14]1[CH:36]=[CH:35][C:34]([NH:37][C:6](=[O:7])[C:5]2[CH:9]=[CH:10][CH:11]=[C:3]([N:2]([CH3:12])[CH3:1])[CH:4]=2)=[CH:33][C:15]=1[NH:16][C:17]1[C:26]2[C:21](=[C:22]([O:31][CH3:32])[C:23]([O:29][CH3:30])=[C:24]([O:27][CH3:28])[CH:25]=2)[N:20]=[CH:19][N:18]=1. The yield is 0.120. (4) The reactants are C1(O[C:8](=[O:34])[NH:9][C:10]2[CH:11]=[N:12][C:13]([CH3:33])=[C:14]([C:16]#[C:17][C:18]3[CH:19]=[N:20][C:21]([NH:24][CH2:25][CH2:26][N:27]4[CH2:32][CH2:31][O:30][CH2:29][CH2:28]4)=[N:22][CH:23]=3)[CH:15]=2)C=CC=CC=1.[N:35]1([C:41]2[CH:42]=[C:43]([CH:46]=[CH:47][CH:48]=2)[CH2:44][NH2:45])[CH2:40][CH2:39][O:38][CH2:37][CH2:36]1. The yield is 0.540. The product is [CH3:33][C:13]1[N:12]=[CH:11][C:10]([NH:9][C:8]([NH:45][CH2:44][C:43]2[CH:46]=[CH:47][CH:48]=[C:41]([N:35]3[CH2:40][CH2:39][O:38][CH2:37][CH2:36]3)[CH:42]=2)=[O:34])=[CH:15][C:14]=1[C:16]#[C:17][C:18]1[CH:23]=[N:22][C:21]([NH:24][CH2:25][CH2:26][N:27]2[CH2:28][CH2:29][O:30][CH2:31][CH2:32]2)=[N:20][CH:19]=1. The catalyst is O1CCOCC1. (5) The reactants are [C:1]1([C:7]2[C:15]3[C:10](=[CH:11][C:12]([C:16]([OH:18])=[O:17])=[CH:13][CH:14]=3)[NH:9][CH:8]=2)[CH2:6][CH2:5][CH2:4][CH2:3][CH:2]=1.CO. The catalyst is C1COCC1. The product is [CH:1]1([C:7]2[C:15]3[C:10](=[CH:11][C:12]([C:16]([OH:18])=[O:17])=[CH:13][CH:14]=3)[NH:9][CH:8]=2)[CH2:2][CH2:3][CH2:4][CH2:5][CH2:6]1. The yield is 0.790.